Regression. Given a peptide amino acid sequence and an MHC pseudo amino acid sequence, predict their binding affinity value. This is MHC class I binding data. From a dataset of Peptide-MHC class I binding affinity with 185,985 pairs from IEDB/IMGT. (1) The peptide sequence is KSTVKLVQR. The MHC is HLA-A31:01 with pseudo-sequence HLA-A31:01. The binding affinity (normalized) is 0.862. (2) The peptide sequence is RGPDAFRF. The MHC is Mamu-B3901 with pseudo-sequence YTELYEERAETTFVSTAYIWYDYYTWAEMAYRWY. The binding affinity (normalized) is 0.349. (3) The peptide sequence is GSDKQVVGQ. The MHC is HLA-A26:01 with pseudo-sequence HLA-A26:01. The binding affinity (normalized) is 0.0847. (4) The MHC is HLA-B40:01 with pseudo-sequence HLA-B40:01. The binding affinity (normalized) is 0.416. The peptide sequence is QEYADVFHLY. (5) The peptide sequence is DVAAMSGYY. The MHC is HLA-A26:01 with pseudo-sequence HLA-A26:01. The binding affinity (normalized) is 0.903. (6) The peptide sequence is LLNRFTTRHR. The MHC is HLA-A31:01 with pseudo-sequence HLA-A31:01. The binding affinity (normalized) is 0.652. (7) The peptide sequence is FFIQTDAAI. The MHC is HLA-A23:01 with pseudo-sequence HLA-A23:01. The binding affinity (normalized) is 0.936.